This data is from Catalyst prediction with 721,799 reactions and 888 catalyst types from USPTO. The task is: Predict which catalyst facilitates the given reaction. (1) Reactant: [CH:1]1[C:6]2[CH2:7][CH2:8][CH2:9][CH2:10][CH:11]([CH2:12][CH2:13][CH2:14][C:15]([O:17]CC)=[O:16])[C:5]=2[CH:4]=[CH:3][CH:2]=1.[OH-].[Na+].Cl. Product: [CH:1]1[C:6]2[CH2:7][CH2:8][CH2:9][CH2:10][CH:11]([CH2:12][CH2:13][CH2:14][C:15]([OH:17])=[O:16])[C:5]=2[CH:4]=[CH:3][CH:2]=1. The catalyst class is: 5. (2) Reactant: [NH2:1][CH:2]1[CH2:7][CH2:6][N:5]([C:8]2[N:13]3[N:14]=[C:15]([CH3:17])[CH:16]=[C:12]3[N:11]=[C:10]([NH:18][C:19](=[O:30])[C:20]3[CH:25]=[CH:24][C:23]([C:26]([OH:29])([CH3:28])[CH3:27])=[CH:22][CH:21]=3)[CH:9]=2)[CH2:4][CH2:3]1.[CH:31]1([C:34](Cl)=[O:35])[CH2:33][CH2:32]1. Product: [CH:31]1([C:34]([NH:1][CH:2]2[CH2:7][CH2:6][N:5]([C:8]3[N:13]4[N:14]=[C:15]([CH3:17])[CH:16]=[C:12]4[N:11]=[C:10]([NH:18][C:19](=[O:30])[C:20]4[CH:21]=[CH:22][C:23]([C:26]([OH:29])([CH3:27])[CH3:28])=[CH:24][CH:25]=4)[CH:9]=3)[CH2:4][CH2:3]2)=[O:35])[CH2:33][CH2:32]1. The catalyst class is: 17. (3) Reactant: Cl.[CH3:2][O:3][C:4]1[CH:10]=[C:9]([N:11]2[CH2:16][CH2:15][CH:14]([N:17]3[CH2:22][CH2:21][N:20]([S:23]([CH3:26])(=[O:25])=[O:24])[CH2:19][CH2:18]3)[CH2:13][CH2:12]2)[CH:8]=[CH:7][C:5]=1[NH2:6].Cl[C:28]1[N:29]=[C:30]([NH:47][C:48]2[CH:56]=[CH:55][CH:54]=[C:53]([F:57])[C:49]=2[C:50](N)=[O:51])[C:31]2[CH:36]=[CH:35][N:34]([S:37]([C:40]3[CH:45]=[CH:44][C:43]([CH3:46])=[CH:42][CH:41]=3)(=[O:39])=[O:38])[C:32]=2[N:33]=1.Cl.O1CCOCC1.C([O-])(O)=O.[Na+]. Product: [F:57][C:53]1[CH:54]=[CH:55][CH:56]=[C:48]2[C:49]=1[C:50](=[O:51])[N:29]1[C:28]([NH:6][C:5]3[CH:7]=[CH:8][C:9]([N:11]4[CH2:16][CH2:15][CH:14]([N:17]5[CH2:18][CH2:19][N:20]([S:23]([CH3:26])(=[O:25])=[O:24])[CH2:21][CH2:22]5)[CH2:13][CH2:12]4)=[CH:10][C:4]=3[O:3][CH3:2])=[N:33][C:32]3[N:34]([S:37]([C:40]4[CH:41]=[CH:42][C:43]([CH3:46])=[CH:44][CH:45]=4)(=[O:38])=[O:39])[CH:35]=[CH:36][C:31]=3[C:30]1=[N:47]2. The catalyst class is: 2. (4) Reactant: O[CH2:2][C:3]1[CH:8]=[CH:7][N:6]=[CH:5][CH:4]=1.S(Cl)([Cl:11])=O. Product: [ClH:11].[Cl:11][CH2:2][C:3]1[CH:8]=[CH:7][N:6]=[CH:5][CH:4]=1. The catalyst class is: 10. (5) Reactant: [N:1]1[C:8]([NH2:9])=[N:7][C:5]([NH2:6])=[N:4][C:2]=1[NH2:3].[O-:10][P:11]([O:14][P:15]([O-:18])([O-:17])=[O:16])(=[O:13])[O-:12].[Na+].[Na+].[Na+].[Na+].Cl. Product: [OH:12][P:11]([O:14][P:15]([OH:18])([OH:17])=[O:16])(=[O:10])[OH:13].[N:1]1[C:8]([NH2:9])=[N:7][C:5]([NH2:6])=[N:4][C:2]=1[NH2:3]. The catalyst class is: 6.